Predict the reactants needed to synthesize the given product. From a dataset of Full USPTO retrosynthesis dataset with 1.9M reactions from patents (1976-2016). (1) Given the product [ClH:1].[Cl:1][C:2]1[CH:3]=[CH:4][C:5]([CH3:23])=[C:6]([C:7]([CH:9]2[CH2:14][CH2:13][NH:12][CH2:11][CH2:10]2)=[O:8])[CH:22]=1, predict the reactants needed to synthesize it. The reactants are: [Cl:1][C:2]1[CH:3]=[CH:4][C:5]([CH3:23])=[C:6]([CH:22]=1)[C:7]([CH:9]1[CH2:14][CH2:13][N:12](C(OC(C)(C)C)=O)[CH2:11][CH2:10]1)=[O:8]. (2) Given the product [F:27][C:26]1[CH:25]=[CH:24][CH:23]=[C:22]([C:28]#[N:29])[C:21]=1[O:20][C:3]1[C:2]([O:41][C:38]2[CH:39]=[N:40][C:35]([S:32]([CH2:30][CH3:31])(=[O:34])=[O:33])=[CH:36][CH:37]=2)=[CH:7][C:6]2[NH:8][C:9]([C:11]3[CH:16]=[N:15][CH:14]=[CH:13][N:12]=3)=[N:17][C:5]=2[CH:4]=1, predict the reactants needed to synthesize it. The reactants are: F[C:2]1[C:3]([O:20][C:21]2[C:26]([F:27])=[CH:25][CH:24]=[CH:23][C:22]=2[C:28]#[N:29])=[CH:4][C:5]([N+:17]([O-])=O)=[C:6]([NH:8][C:9]([C:11]2[CH:16]=[N:15][CH:14]=[CH:13][N:12]=2)=O)[CH:7]=1.[CH2:30]([S:32]([C:35]1[N:40]=[CH:39][C:38]([OH:41])=[CH:37][CH:36]=1)(=[O:34])=[O:33])[CH3:31]. (3) Given the product [CH3:13][O:12][C:10](=[O:11])[C:9]1[CH:14]=[CH:15][C:6]([S:17]([Cl:21])(=[O:19])=[O:18])=[CH:7][C:8]=1[F:16], predict the reactants needed to synthesize it. The reactants are: N([O-])=O.[Na+].N[C:6]1[CH:15]=[CH:14][C:9]([C:10]([O:12][CH3:13])=[O:11])=[C:8]([F:16])[CH:7]=1.[S:17](=[O:19])=[O:18].O.[ClH:21]. (4) Given the product [Se-2:3].[Na+:23].[Na+:23].[C:13]([O:12][C:10](=[O:11])[CH3:7])(=[O:35])[CH3:19], predict the reactants needed to synthesize it. The reactants are: BrC1[Se:3]C(Br)=C2C=1C=[C:7]([C:10]([O:12][CH:13]([CH2:19]C)CCCCC)=[O:11])S2.[BH4-].[Na+:23].[Se].ClCC1[Se]C(C(OC)=[O:35])=CC=1CCl.[SeH]C1C=C[Se]C=1[SeH].[Se]1C2C=CC=CC=2CC1.OO. (5) Given the product [CH2:1]([C:5]1[O:9][N:8]=[C:7]([CH2:10][NH:11][C:12]2[C:21]3[C:16](=[CH:17][CH:18]=[CH:19][CH:20]=3)[N:15]=[CH:14][C:13]=2[NH2:22])[CH:6]=1)[CH2:2][CH2:3][CH3:4], predict the reactants needed to synthesize it. The reactants are: [CH2:1]([C:5]1[O:9][N:8]=[C:7]([CH2:10][NH:11][C:12]2[C:21]3[C:16](=[CH:17][CH:18]=[CH:19][CH:20]=3)[N:15]=[CH:14][C:13]=2[N+:22]([O-])=O)[CH:6]=1)[CH2:2][CH2:3][CH3:4]. (6) Given the product [Cl:1][C:2]1[S:6][C:5](/[CH:7]=[N:9]/[OH:10])=[CH:4][CH:3]=1, predict the reactants needed to synthesize it. The reactants are: [Cl:1][C:2]1[S:6][C:5]([CH:7]=O)=[CH:4][CH:3]=1.[NH2:9][OH:10].Cl.C([O-])([O-])=O.[Na+].[Na+].